Dataset: Aqueous solubility values for 9,982 compounds from the AqSolDB database. Task: Regression/Classification. Given a drug SMILES string, predict its absorption, distribution, metabolism, or excretion properties. Task type varies by dataset: regression for continuous measurements (e.g., permeability, clearance, half-life) or binary classification for categorical outcomes (e.g., BBB penetration, CYP inhibition). For this dataset (solubility_aqsoldb), we predict Y. (1) The compound is O=C(O)C1=CCC(C(=O)O)CC1. The Y is -2.93 log mol/L. (2) The molecule is Nc1cccc(N)c1. The Y is 0.510 log mol/L.